Dataset: Full USPTO retrosynthesis dataset with 1.9M reactions from patents (1976-2016). Task: Predict the reactants needed to synthesize the given product. The reactants are: [NH2:1][C:2]1[C:3]([Cl:8])=[N:4][CH:5]=[CH:6][CH:7]=1.[F:9][C:10]1[C:18]([F:19])=[CH:17][CH:16]=[CH:15][C:11]=1[C:12](Cl)=[O:13]. Given the product [Cl:8][C:3]1[C:2]([NH:1][C:12](=[O:13])[C:11]2[CH:15]=[CH:16][CH:17]=[C:18]([F:19])[C:10]=2[F:9])=[CH:7][CH:6]=[CH:5][N:4]=1, predict the reactants needed to synthesize it.